Dataset: Reaction yield outcomes from USPTO patents with 853,638 reactions. Task: Predict the reaction yield, written as a fraction of the theoretical maximum amount of product (1.0 means a 100% yield; for example, 0.34 means a 34% yield). The reactants are [CH3:1][O:2][C:3]1[CH:4]=[C:5]2[C:10](=[CH:11][CH:12]=1)[CH:9]([CH2:13][C:14]1[CH:19]=[CH:18][C:17]([O:20][CH2:21][C:22]3[CH:27]=[CH:26][CH:25]=[CH:24][CH:23]=3)=[CH:16][CH:15]=1)[NH:8][CH2:7][CH2:6]2.[C:28]1(=O)[CH2:33][CH2:32][CH2:31][CH2:30][CH2:29]1. No catalyst specified. The product is [CH:28]1([N:8]2[CH2:7][CH2:6][C:5]3[C:10](=[CH:11][CH:12]=[C:3]([O:2][CH3:1])[CH:4]=3)[CH:9]2[CH2:13][C:14]2[CH:19]=[CH:18][C:17]([O:20][CH2:21][C:22]3[CH:27]=[CH:26][CH:25]=[CH:24][CH:23]=3)=[CH:16][CH:15]=2)[CH2:33][CH2:32][CH2:31][CH2:30][CH2:29]1. The yield is 0.530.